This data is from Reaction yield outcomes from USPTO patents with 853,638 reactions. The task is: Predict the reaction yield, written as a fraction of the theoretical maximum amount of product (1.0 means a 100% yield; for example, 0.34 means a 34% yield). The reactants are [F:1][C:2]1[CH:7]=[C:6]([O:8][CH2:9][C:10]2[CH:15]=[CH:14][C:13]([CH2:16][N:17]([CH2:29][CH2:30][C:31]3[CH:36]=[CH:35][CH:34]=[CH:33][CH:32]=3)[C:18]3[S:19][CH:20]=[C:21]([C:23]4[CH:28]=[CH:27][CH:26]=[CH:25][CH:24]=4)[N:22]=3)=[CH:12][CH:11]=2)[CH:5]=[C:4]([F:37])[C:3]=1[CH2:38][CH2:39][C:40]([O:42]CC)=[O:41].[OH-].[K+]. The catalyst is O1CCCC1.C(O)C.C(OCC)(=O)C. The product is [F:1][C:2]1[CH:7]=[C:6]([O:8][CH2:9][C:10]2[CH:15]=[CH:14][C:13]([CH2:16][N:17]([CH2:29][CH2:30][C:31]3[CH:32]=[CH:33][CH:34]=[CH:35][CH:36]=3)[C:18]3[S:19][CH:20]=[C:21]([C:23]4[CH:28]=[CH:27][CH:26]=[CH:25][CH:24]=4)[N:22]=3)=[CH:12][CH:11]=2)[CH:5]=[C:4]([F:37])[C:3]=1[CH2:38][CH2:39][C:40]([OH:42])=[O:41]. The yield is 0.940.